From a dataset of Reaction yield outcomes from USPTO patents with 853,638 reactions. Predict the reaction yield, written as a fraction of the theoretical maximum amount of product (1.0 means a 100% yield; for example, 0.34 means a 34% yield). (1) The reactants are [CH2:1]([O:5][C:6]1[C:15]2[C:10](=[CH:11][CH:12]=[C:13]([C:16]([OH:18])=O)[CH:14]=2)[C:9](=[O:19])[N:8]([CH2:20][CH:21]2[CH2:23][CH2:22]2)[C:7]=1[CH2:24][NH:25][C:26]([O:28][C:29]([CH3:32])([CH3:31])[CH3:30])=[O:27])[CH2:2][CH2:3][CH3:4].Cl.C([N:36]=C=NCCCN(C)C)C.[NH4+].ON1C2C=CC=CC=2N=N1.O. The catalyst is CN(C)C=O. The product is [CH2:1]([O:5][C:6]1[C:15]2[C:10](=[CH:11][CH:12]=[C:13]([C:16]([NH2:36])=[O:18])[CH:14]=2)[C:9](=[O:19])[N:8]([CH2:20][CH:21]2[CH2:23][CH2:22]2)[C:7]=1[CH2:24][NH:25][C:26]([O:28][C:29]([CH3:31])([CH3:32])[CH3:30])=[O:27])[CH2:2][CH2:3][CH3:4]. The yield is 0.932. (2) The reactants are [C:1]([NH:8][C@H:9]([C:11]([OH:13])=[O:12])[CH3:10])([O:3][C:4]([CH3:7])([CH3:6])[CH3:5])=[O:2].C(N1C=CN=C1)(N1C=CN=C1)=O.[CH2:26](O)[CH2:27][CH2:28][CH2:29][CH2:30][CH2:31][CH2:32][CH2:33][CH2:34][CH2:35][CH2:36][CH2:37][CH2:38][CH2:39][CH2:40][CH2:41][CH2:42][CH2:43][CH2:44][CH2:45][CH2:46][CH3:47]. The catalyst is C1COCC1. The product is [C:4]([O:3][C:1]([NH:8][C@@H:9]([CH3:10])[C:11]([O:13][CH2:47][CH2:46][CH2:45][CH2:44][CH2:43][CH2:42][CH2:41][CH2:40][CH2:39][CH2:38][CH2:37][CH2:36][CH2:35][CH2:34][CH2:33][CH2:32][CH2:31][CH2:30][CH2:29][CH2:28][CH2:27][CH3:26])=[O:12])=[O:2])([CH3:7])([CH3:5])[CH3:6]. The yield is 0.860. (3) The yield is 0.840. The catalyst is C(O)C. The product is [CH3:1][O:2][C:3](=[O:13])[C:4]1[CH:9]=[CH:8][CH:7]=[C:6]([CH2:10][CH2:11][OH:12])[CH:5]=1. The reactants are [CH3:1][O:2][C:3](=[O:13])[C:4]1[CH:9]=[CH:8][CH:7]=[C:6]([CH2:10][CH:11]=[O:12])[CH:5]=1.[BH4-].[Na+].